Task: Predict which catalyst facilitates the given reaction.. Dataset: Catalyst prediction with 721,799 reactions and 888 catalyst types from USPTO Reactant: [N:1]1([C:5]([C:7]2[CH:12]=[CH:11][C:10]([O:13][C:14]3[CH:15]=[C:16]([CH:26]=[C:27]([O:29]CC4C=CC=CC=4)[CH:28]=3)[C:17]([NH:19][C:20]3[CH:24]=[CH:23][N:22]([CH3:25])[N:21]=3)=[O:18])=[C:9](Cl)[CH:8]=2)=[O:6])[CH2:4][CH2:3][CH2:2]1.C(N(CC)CC)C. Product: [N:1]1([C:5]([C:7]2[CH:12]=[CH:11][C:10]([O:13][C:14]3[CH:15]=[C:16]([CH:26]=[C:27]([OH:29])[CH:28]=3)[C:17]([NH:19][C:20]3[CH:24]=[CH:23][N:22]([CH3:25])[N:21]=3)=[O:18])=[CH:9][CH:8]=2)=[O:6])[CH2:4][CH2:3][CH2:2]1. The catalyst class is: 63.